Task: Regression. Given a peptide amino acid sequence and an MHC pseudo amino acid sequence, predict their binding affinity value. This is MHC class I binding data.. Dataset: Peptide-MHC class I binding affinity with 185,985 pairs from IEDB/IMGT The peptide sequence is RFKRTSFFL. The MHC is HLA-A11:01 with pseudo-sequence HLA-A11:01. The binding affinity (normalized) is 0.